Predict the reactants needed to synthesize the given product. From a dataset of Full USPTO retrosynthesis dataset with 1.9M reactions from patents (1976-2016). (1) Given the product [ClH:27].[ClH:27].[N:1]1[CH:2]=[CH:3][C:4]([N:7]2[CH2:23][CH2:22][C:10]3([CH2:14][NH:13][CH2:12][CH2:11]3)[CH2:9][CH2:8]2)=[CH:5][CH:6]=1, predict the reactants needed to synthesize it. The reactants are: [N:1]1[CH:6]=[CH:5][C:4]([N:7]2[CH2:23][CH2:22][C:10]3([CH2:14][N:13](C(OC(C)(C)C)=O)[CH2:12][CH2:11]3)[CH2:9][CH2:8]2)=[CH:3][CH:2]=1.C([Cl:27])(=O)C. (2) Given the product [CH2:13]([O:15][C:16](=[O:20])[C:17](=[N:12][NH:11][C:7]1[CH:8]=[CH:9][CH:10]=[C:5]([N+:2]([O-:4])=[O:3])[CH:6]=1)[CH3:18])[CH3:14], predict the reactants needed to synthesize it. The reactants are: Cl.[N+:2]([C:5]1[CH:6]=[C:7]([NH:11][NH2:12])[CH:8]=[CH:9][CH:10]=1)([O-:4])=[O:3].[CH2:13]([O:15][C:16](=[O:20])[C:17](=O)[CH3:18])[CH3:14]. (3) Given the product [CH2:12]([CH:19]1[CH2:24][CH2:23][N:22]([CH2:1][C:3]2[S:7][C:6]([NH:8][C:9](=[O:11])[CH3:10])=[N:5][CH:4]=2)[CH2:21][CH2:20]1)[C:13]1[CH:18]=[CH:17][CH:16]=[CH:15][CH:14]=1, predict the reactants needed to synthesize it. The reactants are: [CH:1]([C:3]1[S:7][C:6]([NH:8][C:9](=[O:11])[CH3:10])=[N:5][CH:4]=1)=O.[CH2:12]([CH:19]1[CH2:24][CH2:23][NH:22][CH2:21][CH2:20]1)[C:13]1[CH:18]=[CH:17][CH:16]=[CH:15][CH:14]=1. (4) Given the product [C:1]([O:5][C:6]([N:8]1[CH2:13][CH2:12][N:11]([C:14]2[CH:15]=[CH:16][C:17]([OH:20])=[CH:18][CH:19]=2)[C@@H:10]([CH2:28][O:29][C:30]2[CH:39]=[CH:38][C:37]3[C:32](=[CH:33][CH:34]=[CH:35][CH:36]=3)[CH:31]=2)[CH2:9]1)=[O:7])([CH3:4])([CH3:2])[CH3:3], predict the reactants needed to synthesize it. The reactants are: [C:1]([O:5][C:6]([N:8]1[CH2:13][CH2:12][N:11]([C:14]2[CH:19]=[CH:18][C:17]([O:20]CC3C=CC=CC=3)=[CH:16][CH:15]=2)[C@@H:10]([CH2:28][O:29][C:30]2[CH:39]=[CH:38][C:37]3[C:32](=[CH:33][CH:34]=[CH:35][CH:36]=3)[CH:31]=2)[CH2:9]1)=[O:7])([CH3:4])([CH3:3])[CH3:2]. (5) The reactants are: [F:1][C:2]1[N:7]=[CH:6][C:5]([NH:8][C:9](=[O:15])[O:10][C:11]([CH3:14])([CH3:13])[CH3:12])=[CH:4][CH:3]=1.[C:16](=[O:18])=[O:17]. Given the product [C:11]([O:10][C:9]([NH:8][C:5]1[C:4]([C:16]([OH:18])=[O:17])=[CH:3][C:2]([F:1])=[N:7][CH:6]=1)=[O:15])([CH3:12])([CH3:14])[CH3:13], predict the reactants needed to synthesize it.